Dataset: Reaction yield outcomes from USPTO patents with 853,638 reactions. Task: Predict the reaction yield, written as a fraction of the theoretical maximum amount of product (1.0 means a 100% yield; for example, 0.34 means a 34% yield). (1) The reactants are COC(=O)CCC(C)=[CH:7][CH2:8][C:9]1[C:10]([O:22][CH2:23][CH2:24][Si:25]([CH3:28])([CH3:27])[CH3:26])=[C:11]2[C:15](=[C:16]([CH3:20])[C:17]=1[O:18][CH3:19])[CH2:14][O:13][C:12]2=[O:21].N1C=CC=CC=1.NC(N)=S.C[OH:42]. The catalyst is C(Cl)Cl. The product is [CH3:19][O:18][C:17]1[C:16]([CH3:20])=[C:15]2[C:11]([C:12](=[O:21])[O:13][CH2:14]2)=[C:10]([O:22][CH2:23][CH2:24][Si:25]([CH3:27])([CH3:26])[CH3:28])[C:9]=1[CH2:8][CH:7]=[O:42]. The yield is 0.750. (2) The product is [CH:1]1[C:12]2[CH:11]=[CH:10][C:9]3[CH:13]=[CH:14][CH:15]=[CH:16][C:8]=3[CH2:7][NH:6][C:5]=2[CH:4]=[CH:3][CH:2]=1. The yield is 0.580. The reactants are [CH:1]1[C:12]2[CH:11]=[CH:10][C:9]3[CH:13]=[CH:14][CH:15]=[CH:16][C:8]=3[C:7](=O)[NH:6][C:5]=2[CH:4]=[CH:3][CH:2]=1.[H-].[Al+3].[Li+].[H-].[H-].[H-]. The catalyst is CCOCC. (3) The reactants are C(N(S(F)(F)[F:7])CC)C.O[C:11]([C:14]1[C:18]([C:19]([F:22])([F:21])[F:20])=[C:17]([C:23]([O:25][CH2:26][CH3:27])=[O:24])[N:16]([CH3:28])[N:15]=1)([CH3:13])[CH3:12].C(=O)([O-])[O-].[Na+].[Na+]. The catalyst is ClCCl. The product is [F:7][C:11]([C:14]1[C:18]([C:19]([F:22])([F:21])[F:20])=[C:17]([C:23]([O:25][CH2:26][CH3:27])=[O:24])[N:16]([CH3:28])[N:15]=1)([CH3:13])[CH3:12]. The yield is 0.670. (4) The reactants are [Cl:1][C:2]1[CH:3]=[C:4]([NH:16][C:17]2[C:26]3[C:21](=[CH:22][CH:23]=[CH:24][C:25]=3[O:27][CH2:28][CH2:29][NH:30][CH2:31][CH2:32][OH:33])[N:20]=[CH:19][N:18]=2)[CH:5]=[CH:6][C:7]=1[O:8][CH2:9][C:10]1[CH:15]=[CH:14][CH:13]=[CH:12][N:11]=1.[C:34](Cl)(=[O:36])[CH3:35]. No catalyst specified. The product is [Cl:1][C:2]1[CH:3]=[C:4]([NH:16][C:17]2[C:26]3[C:21](=[CH:22][CH:23]=[CH:24][C:25]=3[O:27][CH2:28][CH2:29][N:30]([CH2:31][CH2:32][OH:33])[C:34](=[O:36])[CH3:35])[N:20]=[CH:19][N:18]=2)[CH:5]=[CH:6][C:7]=1[O:8][CH2:9][C:10]1[CH:15]=[CH:14][CH:13]=[CH:12][N:11]=1. The yield is 0.210. (5) The reactants are F.F.F.C(N(CC)CC)C.C(N(CC)CC)C.[Si]([O:35][CH2:36][C@H:37]1[O:41][C@@H:40]([N:42]2[CH:49]=[C:48]([CH3:50])[C:46](=[O:47])[NH:45][C:43]2=[O:44])[C@H:39]([O:51][CH2:52][CH2:53][O:54][N:55]([CH3:57])[CH3:56])[C@@H:38]1[OH:58])(C(C)(C)C)(C1C=CC=CC=1)C1C=CC=CC=1.CO. The catalyst is C1COCC1.C(Cl)Cl. The product is [CH3:56][N:55]([CH3:57])[O:54][CH2:53][CH2:52][O:51][C@@H:39]1[C@H:38]([OH:58])[C@@H:37]([CH2:36][OH:35])[O:41][C@H:40]1[N:42]1[CH:49]=[C:48]([CH3:50])[C:46](=[O:47])[NH:45][C:43]1=[O:44]. The yield is 0.925.